Dataset: Full USPTO retrosynthesis dataset with 1.9M reactions from patents (1976-2016). Task: Predict the reactants needed to synthesize the given product. (1) Given the product [C:17]([O:16][C:14]([N:11]1[CH2:12][CH2:13][CH:8]([CH2:7][O:6][S:2]([CH3:1])(=[O:4])=[O:3])[CH2:9][CH2:10]1)=[O:15])([CH3:20])([CH3:19])[CH3:18], predict the reactants needed to synthesize it. The reactants are: [CH3:1][S:2](Cl)(=[O:4])=[O:3].[OH:6][CH2:7][CH:8]1[CH2:13][CH2:12][N:11]([C:14]([O:16][C:17]([CH3:20])([CH3:19])[CH3:18])=[O:15])[CH2:10][CH2:9]1.C(N(CC)CC)C. (2) Given the product [O:14]1[CH2:15][CH2:16][O:17][C:12]2[CH:11]=[C:10]([NH:8][C:9]3[N:3]4[CH:4]=[CH:5][N:6]=[CH:7][C:2]4=[N:1][C:27]=3[C:24]3[CH:23]=[N:22][C:21]([F:20])=[CH:26][CH:25]=3)[CH:19]=[CH:18][C:13]1=2, predict the reactants needed to synthesize it. The reactants are: [NH2:1][C:2]1[CH:7]=[N:6][CH:5]=[CH:4][N:3]=1.[N+:8]([C:10]1[CH:19]=[CH:18][C:13]2[O:14][CH2:15][CH2:16][O:17][C:12]=2[CH:11]=1)#[C-:9].[F:20][C:21]1[CH:26]=[CH:25][C:24]([CH:27]=O)=[CH:23][N:22]=1.[Cl-].[In+3].[Cl-].[Cl-]. (3) Given the product [NH2:22][C:16]1[C:17]([NH:21][CH:2]2[CH2:7][CH2:6][N:5]([C:8]([O:10][C:11]([CH3:14])([CH3:13])[CH3:12])=[O:9])[CH2:4][CH2:3]2)=[CH:18][CH:19]=[CH:20][N:15]=1, predict the reactants needed to synthesize it. The reactants are: O=[C:2]1[CH2:7][CH2:6][N:5]([C:8]([O:10][C:11]([CH3:14])([CH3:13])[CH3:12])=[O:9])[CH2:4][CH2:3]1.[N:15]1[CH:20]=[CH:19][CH:18]=[C:17]([NH2:21])[C:16]=1[NH2:22].C(O[BH-](OC(=O)C)OC(=O)C)(=O)C.[Na+]. (4) Given the product [Cl:10][CH:9]1[CH2:8][NH:4][CH2:3][CH2:2][N:1]1[CH2:6][CH3:5], predict the reactants needed to synthesize it. The reactants are: [NH:1]1[CH2:6][CH2:5][NH:4][CH2:3][CH2:2]1.Br[CH2:8][CH2:9][Cl:10].C([O-])([O-])=O.[K+].[K+]. (5) The reactants are: [N+:1]([C:4]1[CH:5]=[N:6][N:7]([C:9]([C:12]2[CH:13]=[C:14]([CH:17]=[CH:18][CH:19]=2)[C:15]#[N:16])([CH3:11])[CH3:10])[CH:8]=1)([O-])=O.[NH4+].[Cl-]. Given the product [NH2:1][C:4]1[CH:5]=[N:6][N:7]([C:9]([C:12]2[CH:13]=[C:14]([CH:17]=[CH:18][CH:19]=2)[C:15]#[N:16])([CH3:11])[CH3:10])[CH:8]=1, predict the reactants needed to synthesize it. (6) Given the product [Cl:3][C:4]1[CH:12]=[C:11]2[C:7]([C:8]([OH:14])([C:20]3[CH:21]=[CH:22][C:17]([O:16][CH3:15])=[CH:18][CH:19]=3)[C:9](=[O:13])[NH:10]2)=[CH:6][CH:5]=1, predict the reactants needed to synthesize it. The reactants are: [H-].[Na+].[Cl:3][C:4]1[CH:12]=[C:11]2[C:7]([C:8](=[O:14])[C:9](=[O:13])[NH:10]2)=[CH:6][CH:5]=1.[CH3:15][O:16][C:17]1[CH:22]=[CH:21][C:20]([Mg]Br)=[CH:19][CH:18]=1. (7) The reactants are: [C:1]([O:5][C:6]([CH:8]1[CH2:12][C:11]([F:14])([F:13])[CH2:10][N:9]1[C:15]([O:17]CC1C=CC=CC=1)=O)=[O:7])([CH3:4])([CH3:3])[CH3:2].[H][H].[CH2:27]([O:34][C:35]([NH:37][CH:38](C)[C:39](O)=O)=[O:36])[C:28]1[CH:33]=[CH:32][CH:31]=[CH:30][CH:29]=1.C(Cl)CCl.CCN(C(C)C)C(C)C.C1C=CC2N(O)N=NC=2C=1. Given the product [C:1]([O:5][C:6]([CH:8]1[CH2:12][C:11]([F:13])([F:14])[CH2:10][N:9]1[C:15](=[O:17])[CH:38]([NH:37][C:35]([O:34][CH2:27][C:28]1[CH:33]=[CH:32][CH:31]=[CH:30][CH:29]=1)=[O:36])[CH3:39])=[O:7])([CH3:2])([CH3:3])[CH3:4], predict the reactants needed to synthesize it.